Dataset: Forward reaction prediction with 1.9M reactions from USPTO patents (1976-2016). Task: Predict the product of the given reaction. (1) The product is: [N+:35]([C:32]1[CH:33]=[CH:34][C:29]([C:6]2[CH2:7][C:2]([CH3:1])([CH3:19])[O:3][C:4]([CH3:17])([CH3:18])[CH:5]=2)=[N:30][CH:31]=1)([O-:37])=[O:36]. Given the reactants [CH3:1][C:2]1([CH3:19])[CH2:7][C:6](B2OC(C)(C)C(C)(C)O2)=[CH:5][C:4]([CH3:18])([CH3:17])[O:3]1.C([O-])([O-])=O.[Na+].[Na+].[Li+].[Cl-].Br[C:29]1[CH:34]=[CH:33][C:32]([N+:35]([O-:37])=[O:36])=[CH:31][N:30]=1, predict the reaction product. (2) Given the reactants [NH2:1][C@H:2]1[CH2:7][CH2:6][C@H:5]([NH:8][C:9]([C:11]2[C:15]3[N:16]=[CH:17][N:18]=[C:19]([C:20]4[CH:25]=[CH:24][CH:23]=[CH:22][C:21]=4[O:26][CH2:27][CH:28]4[CH2:30][CH2:29]4)[C:14]=3[NH:13][CH:12]=2)=[O:10])[CH2:4][CH2:3]1.Cl[C:32]([CH2:34][O:35]C(=O)C)=[O:33], predict the reaction product. The product is: [OH:35][CH2:34][C:32]([NH:1][C@H:2]1[CH2:7][CH2:6][C@H:5]([NH:8][C:9]([C:11]2[C:15]3[N:16]=[CH:17][N:18]=[C:19]([C:20]4[CH:25]=[CH:24][CH:23]=[CH:22][C:21]=4[O:26][CH2:27][CH:28]4[CH2:29][CH2:30]4)[C:14]=3[NH:13][CH:12]=2)=[O:10])[CH2:4][CH2:3]1)=[O:33]. (3) Given the reactants [F:1][C:2]1[CH:3]=[C:4]([CH:33]=[CH:34][C:35]=1[F:36])[CH2:5][NH:6][C:7]([C:9]1[C:17]2[C:12](=[CH:13][C:14]([C:18]([O:20]CC)=[O:19])=[CH:15][CH:16]=2)[N:11]([CH2:23][C:24]2[CH:25]=[N:26][CH:27]=[CH:28][CH:29]=2)[C:10]=1[CH:30]([CH3:32])[CH3:31])=[O:8].[OH-].[Na+].O, predict the reaction product. The product is: [F:1][C:2]1[CH:3]=[C:4]([CH:33]=[CH:34][C:35]=1[F:36])[CH2:5][NH:6][C:7]([C:9]1[C:17]2[C:12](=[CH:13][C:14]([C:18]([OH:20])=[O:19])=[CH:15][CH:16]=2)[N:11]([CH2:23][C:24]2[CH:25]=[N:26][CH:27]=[CH:28][CH:29]=2)[C:10]=1[CH:30]([CH3:32])[CH3:31])=[O:8].